Dataset: Catalyst prediction with 721,799 reactions and 888 catalyst types from USPTO. Task: Predict which catalyst facilitates the given reaction. Reactant: [Br:1][C:2]1[CH:7]=[CH:6][C:5]([CH2:8][CH2:9][NH:10][S:11]([C:14]2[CH:19]=[C:18]([C:20]#[N:21])[CH:17]=[CH:16][C:15]=2[O:22][CH3:23])(=[O:13])=[O:12])=[C:4]([N+:24]([O-])=O)[CH:3]=1.C(O)(=O)C.Cl.N. Product: [NH2:24][C:4]1[CH:3]=[C:2]([Br:1])[CH:7]=[CH:6][C:5]=1[CH2:8][CH2:9][NH:10][S:11]([C:14]1[CH:19]=[C:18]([C:20]#[N:21])[CH:17]=[CH:16][C:15]=1[O:22][CH3:23])(=[O:13])=[O:12]. The catalyst class is: 772.